From a dataset of Forward reaction prediction with 1.9M reactions from USPTO patents (1976-2016). Predict the product of the given reaction. (1) Given the reactants Br[C:2]1[S:6][C:5]([N:7]([C:15]2[CH:20]=[C:19]([CH3:21])[CH:18]=[C:17]([CH3:22])[CH:16]=2)[C:8](=[O:14])[O:9][C:10]([CH3:13])([CH3:12])[CH3:11])=[N:4][CH:3]=1.[CH3:23][Sn:24]([CH3:30])([CH3:29])[Sn:24]([CH3:30])([CH3:29])[CH3:23], predict the reaction product. The product is: [CH3:22][C:17]1[CH:16]=[C:15]([N:7]([C:5]2[S:6][C:2]([Sn:24]([CH3:30])([CH3:29])[CH3:23])=[CH:3][N:4]=2)[C:8](=[O:14])[O:9][C:10]([CH3:13])([CH3:12])[CH3:11])[CH:20]=[C:19]([CH3:21])[CH:18]=1. (2) Given the reactants C(N)CN.[O:5]1[C:9]2[CH:10]=[CH:11][C:12]([S:14][C:15]3[N:16]([CH2:37][CH2:38][CH2:39][CH3:40])[C:17]4[N:18]=C[N:20](C5C=CC([N+]([O-])=O)=CC=5[N+]([O-])=O)[C:21](=[O:24])[C:22]=4[N:23]=3)=[CH:13][C:8]=2[O:7][CH2:6]1, predict the reaction product. The product is: [NH2:18][C:17]1[N:16]([CH2:37][CH2:38][CH2:39][CH3:40])[C:15]([S:14][C:12]2[CH:11]=[CH:10][C:9]3[O:5][CH2:6][O:7][C:8]=3[CH:13]=2)=[N:23][C:22]=1[C:21]([NH2:20])=[O:24]. (3) Given the reactants [N:1]([CH2:4][C:5]([C:8]1[CH:13]=[CH:12][CH:11]=[C:10]([CH3:14])[N:9]=1)([F:7])[F:6])=[N+]=[N-], predict the reaction product. The product is: [F:7][C:5]([F:6])([C:8]1[CH:13]=[CH:12][CH:11]=[C:10]([CH3:14])[N:9]=1)[CH2:4][NH2:1]. (4) Given the reactants [CH3:1][C@H:2]1[CH2:6][CH2:5][CH2:4][N:3]1[C:7]([C:9]1[N:17]2[C:12]([CH2:13][O:14][CH2:15][CH2:16]2)=[C:11]([C:18](O)=[O:19])[CH:10]=1)=[O:8].ON1C2C=CC=CC=2N=N1.Cl.C(N=C=NCCCN(C)C)C.Cl.[NH2:44][C@@H:45]([C:48]1[CH:55]=[CH:54][C:51]([C:52]#[N:53])=[C:50]([Cl:56])[CH:49]=1)[CH2:46][CH3:47].C(N(CC)CC)C, predict the reaction product. The product is: [Cl:56][C:50]1[CH:49]=[C:48]([C@H:45]([NH:44][C:18]([C:11]2[CH:10]=[C:9]([C:7]([N:3]3[CH2:4][CH2:5][CH2:6][C@@H:2]3[CH3:1])=[O:8])[N:17]3[CH2:16][CH2:15][O:14][CH2:13][C:12]=23)=[O:19])[CH2:46][CH3:47])[CH:55]=[CH:54][C:51]=1[C:52]#[N:53]. (5) Given the reactants CCN(C1C=C[C:9]2[CH:12]=[C:13](/[CH:17]=[N:18]\[NH:19][C:20]3[N:25]=CC=CC=3)C([O:16][C:8]=2C=1)=O)CC.[S:26]([C:30]1[S:34][C:33]([C:35]2[CH:36]=[C:37]([CH:41]=[CH:42][CH:43]=2)[C:38]([OH:40])=O)=[CH:32][CH:31]=1)(=[O:29])(=[O:28])[NH2:27].FC1C=CC=CC=1C1[O:55]C(C(Cl)=O)=CC=1, predict the reaction product. The product is: [O:16]1[CH:8]=[CH:9][CH:12]=[C:13]1[C:17]1[O:55][C:20]([NH:25][C:38]([C:37]2[CH:41]=[CH:42][CH:43]=[C:35]([C:33]3[S:34][C:30]([S:26](=[O:28])(=[O:29])[NH2:27])=[CH:31][CH:32]=3)[CH:36]=2)=[O:40])=[N:19][N:18]=1. (6) The product is: [N:1]12[CH2:6][CH2:5][CH:4]([CH2:7][CH2:8]1)[CH:3]([CH2:9][C:10]([NH:25][C:22]([C:18]1[CH:19]=[CH:20][CH:21]=[C:16]([CH:13]([CH3:15])[CH3:14])[CH:17]=1)([CH3:24])[CH3:23])=[O:12])[CH2:2]2. Given the reactants [N:1]12[CH2:8][CH2:7][CH:4]([CH2:5][CH2:6]1)[CH:3]([CH2:9][C:10]([OH:12])=O)[CH2:2]2.[CH:13]([C:16]1[CH:17]=[C:18]([C:22]([NH2:25])([CH3:24])[CH3:23])[CH:19]=[CH:20][CH:21]=1)([CH3:15])[CH3:14], predict the reaction product. (7) Given the reactants [CH2:1]([C:5]1[N:9]=[C:8]([CH2:10][CH2:11][CH2:12][CH3:13])[N:7]([CH2:14][C:15]2[CH:20]=[CH:19][C:18]([C:21]3[C:22]([C:27]([O:29]C)=O)=[CH:23][CH:24]=[CH:25][CH:26]=3)=[CH:17][CH:16]=2)[N:6]=1)[CH2:2][CH2:3][CH3:4].[NH2:31][NH2:32], predict the reaction product. The product is: [CH2:1]([C:5]1[N:9]=[C:8]([CH2:10][CH2:11][CH2:12][CH3:13])[N:7]([CH2:14][C:15]2[CH:20]=[CH:19][C:18]([C:21]3[C:22]([C:27]([NH:31][NH2:32])=[O:29])=[CH:23][CH:24]=[CH:25][CH:26]=3)=[CH:17][CH:16]=2)[N:6]=1)[CH2:2][CH2:3][CH3:4]. (8) Given the reactants [CH2:1]([N:8]1[CH:12]=[C:11]([C:13]2[CH:18]=[C:17]([CH2:19][CH2:20][CH3:21])[CH:16]=[C:15]([C:22]3[CH:27]=[CH:26][C:25]([O:28][CH3:29])=[CH:24][CH:23]=3)[C:14]=2N)[CH:10]=[N:9]1)[C:2]1[CH:7]=[CH:6][CH:5]=[CH:4][CH:3]=1.C(I)[I:32].N(OC(C)(C)C)=O, predict the reaction product. The product is: [CH2:1]([N:8]1[CH:12]=[C:11]([C:13]2[C:14]([I:32])=[C:15]([C:22]3[CH:27]=[CH:26][C:25]([O:28][CH3:29])=[CH:24][CH:23]=3)[CH:16]=[C:17]([CH2:19][CH2:20][CH3:21])[CH:18]=2)[CH:10]=[N:9]1)[C:2]1[CH:7]=[CH:6][CH:5]=[CH:4][CH:3]=1. (9) Given the reactants [Cl:1][C:2]1[CH:7]=[CH:6][CH:5]=[CH:4][C:3]=1[S:8][C:9]1[CH:10]=[C:11]([O:27][C:28]2[CH:35]=[CH:34][C:31]([CH:32]=[O:33])=[CH:30][CH:29]=2)[CH:12]=[N:13][C:14]=1[NH:15][C:16]1[S:20][N:19]=[C:18]([CH:21]2[CH2:26][CH2:25][NH:24][CH2:23][CH2:22]2)[N:17]=1.C(N(CC)CC)C.[C:43](OC(=O)C)(=[O:45])[CH3:44].C(=O)(O)[O-].[Na+], predict the reaction product. The product is: [C:43]([N:24]1[CH2:25][CH2:26][CH:21]([C:18]2[N:17]=[C:16]([NH:15][C:14]3[N:13]=[CH:12][C:11]([O:27][C:28]4[CH:29]=[CH:30][C:31]([CH:32]=[O:33])=[CH:34][CH:35]=4)=[CH:10][C:9]=3[S:8][C:3]3[CH:4]=[CH:5][CH:6]=[CH:7][C:2]=3[Cl:1])[S:20][N:19]=2)[CH2:22][CH2:23]1)(=[O:45])[CH3:44]. (10) Given the reactants [Br:1]N1C(=O)CCC1=O.[S:9]1[CH:13]=[CH:12][C:11]([CH2:14][C:15]#[N:16])=[CH:10]1, predict the reaction product. The product is: [Br:1][C:10]1[S:9][CH:13]=[CH:12][C:11]=1[CH2:14][C:15]#[N:16].